From a dataset of Catalyst prediction with 721,799 reactions and 888 catalyst types from USPTO. Predict which catalyst facilitates the given reaction. (1) Reactant: [OH-].[Na+].C[O:4][C:5]([C:7]1[CH:8]=[N:9][C:10]([CH2:14][NH:15][C:16]([NH:18][CH:19]2[C:25]3[CH:26]=[N:27][CH:28]=[CH:29][C:24]=3[CH2:23][CH2:22][C:21]3[C:30]([F:34])=[CH:31][CH:32]=[CH:33][C:20]2=3)=[S:17])=[C:11]([Cl:13])[CH:12]=1)=[O:6]. Product: [Cl:13][C:11]1[CH:12]=[C:7]([C:5]([OH:6])=[O:4])[CH:8]=[N:9][C:10]=1[CH2:14][NH:15][C:16]([NH:18][CH:19]1[C:25]2[CH:26]=[N:27][CH:28]=[CH:29][C:24]=2[CH2:23][CH2:22][C:21]2[C:30]([F:34])=[CH:31][CH:32]=[CH:33][C:20]1=2)=[S:17]. The catalyst class is: 200. (2) The catalyst class is: 123. Product: [C:15]([O:18][C:19]([NH:2][CH2:1][C:3]1[CH:12]=[CH:11][C:6]([C:7]([O:9][CH3:10])=[O:8])=[C:5]([F:13])[CH:4]=1)=[O:20])([CH3:17])([CH3:16])[CH3:14]. Reactant: [C:1]([C:3]1[CH:12]=[CH:11][C:6]([C:7]([O:9][CH3:10])=[O:8])=[C:5]([F:13])[CH:4]=1)#[N:2].[CH3:14][C:15]([O:18][C:19](O[C:19]([O:18][C:15]([CH3:17])([CH3:16])[CH3:14])=[O:20])=[O:20])([CH3:17])[CH3:16]. (3) Reactant: [Br:1]Br.[F:3][C:4]1[CH:9]=[C:8]([F:10])[CH:7]=[CH:6][C:5]=1[C:11](=[O:13])[CH3:12].C(Cl)Cl. Product: [Br:1][CH2:12][C:11]([C:5]1[CH:6]=[CH:7][C:8]([F:10])=[CH:9][C:4]=1[F:3])=[O:13]. The catalyst class is: 15. (4) Reactant: Cl[C:2]1[CH:10]=[CH:9][C:5]([C:6]([NH2:8])=[O:7])=[C:4]([NH:11][C:12]2[CH:17]=[CH:16][C:15]([N:18]([CH2:21][CH3:22])[CH2:19][CH3:20])=[CH:14][CH:13]=2)[N:3]=1.[NH:23]1[CH2:28][CH2:27][CH2:26][C@@H:25]([NH:29][C:30](=[O:36])[O:31][C:32]([CH3:35])([CH3:34])[CH3:33])[CH2:24]1.CCN(C(C)C)C(C)C. Product: [C:6]([C:5]1[CH:9]=[CH:10][C:2]([N:23]2[CH2:28][CH2:27][CH2:26][C@@H:25]([NH:29][C:30](=[O:36])[O:31][C:32]([CH3:34])([CH3:33])[CH3:35])[CH2:24]2)=[N:3][C:4]=1[NH:11][C:12]1[CH:17]=[CH:16][C:15]([N:18]([CH2:21][CH3:22])[CH2:19][CH3:20])=[CH:14][CH:13]=1)(=[O:7])[NH2:8]. The catalyst class is: 435.